From a dataset of Forward reaction prediction with 1.9M reactions from USPTO patents (1976-2016). Predict the product of the given reaction. The product is: [C:30]([C:33]1[CH:38]=[CH:37][CH:36]=[CH:35][C:34]=1[O:29][CH:8]([C:5]1[CH:4]=[CH:3][C:2]([Br:1])=[CH:7][CH:6]=1)[CH2:9][CH2:10][N:11]1[CH2:16][CH2:15][CH:14]([C:17]2[CH:18]=[C:19]([NH:23][C:24](=[O:28])[CH:25]([CH3:26])[CH3:27])[CH:20]=[CH:21][CH:22]=2)[CH2:13][CH2:12]1)(=[O:32])[CH3:31]. Given the reactants [Br:1][C:2]1[CH:7]=[CH:6][C:5]([CH:8]([OH:29])[CH2:9][CH2:10][N:11]2[CH2:16][CH2:15][CH:14]([C:17]3[CH:18]=[C:19]([NH:23][C:24](=[O:28])[CH:25]([CH3:27])[CH3:26])[CH:20]=[CH:21][CH:22]=3)[CH2:13][CH2:12]2)=[CH:4][CH:3]=1.[C:30]([C:33]1[CH:38]=[CH:37][CH:36]=[CH:35][C:34]=1O)(=[O:32])[CH3:31], predict the reaction product.